Dataset: Forward reaction prediction with 1.9M reactions from USPTO patents (1976-2016). Task: Predict the product of the given reaction. (1) Given the reactants [NH:1](C(OC(C)(C)C)=O)[C@H:2]([C:8]([O:10]C(C)(C)C)=[O:9])[CH2:3][CH2:4][C:5](=O)[OH:6].CN(C(ON1N=NC2C=CC=NC1=2)=[N+](C)C)C.F[P-](F)(F)(F)(F)F.C1C=NC2N(O)N=NC=2C=1.[NH2:56][C:57]1[C:58]([OH:68])=[C:59]([S:64]([OH:67])(=[O:66])=[O:65])[CH:60]=[C:61]([Cl:63])[CH:62]=1, predict the reaction product. The product is: [NH2:1][C@@H:2]([CH2:3][CH2:4][C:5](=[O:6])[NH:56][C:57]1[CH:62]=[C:61]([Cl:63])[CH:60]=[C:59]([S:64]([OH:67])(=[O:66])=[O:65])[C:58]=1[OH:68])[C:8]([OH:10])=[O:9]. (2) Given the reactants [Cl:1][C:2]1[CH:3]=[C:4]([C:8]2[N:13]=[C:12]3[CH2:14][CH2:15][CH2:16][C:11]3=[C:10]([NH2:17])[CH:9]=2)[CH:5]=[CH:6][CH:7]=1.[Cl:18]N1C(=O)CCC1=O, predict the reaction product. The product is: [Cl:18][C:9]1[C:10]([NH2:17])=[C:11]2[CH2:16][CH2:15][CH2:14][C:12]2=[N:13][C:8]=1[C:4]1[CH:5]=[CH:6][CH:7]=[C:2]([Cl:1])[CH:3]=1. (3) Given the reactants Br[C:2]1[S:6][C:5]([S:7]([N:10]([CH2:12][C:13]2[CH:18]=[CH:17][CH:16]=[C:15]([O:19]C)[CH:14]=2)[CH3:11])(=[O:9])=[O:8])=[CH:4][CH:3]=1.[F:21][C:22]1[C:27]([O:28][CH3:29])=[CH:26][CH:25]=[CH:24][C:23]=1B(O)O.C(=O)([O-])[O-].[Cs+].[Cs+], predict the reaction product. The product is: [F:21][C:22]1[C:27]([O:28][CH3:29])=[CH:26][CH:25]=[CH:24][C:23]=1[C:2]1[S:6][C:5]([S:7]([N:10]([CH2:12][C:13]2[CH:18]=[CH:17][CH:16]=[C:15]([OH:19])[CH:14]=2)[CH3:11])(=[O:8])=[O:9])=[CH:4][CH:3]=1.